This data is from Reaction yield outcomes from USPTO patents with 853,638 reactions. The task is: Predict the reaction yield, written as a fraction of the theoretical maximum amount of product (1.0 means a 100% yield; for example, 0.34 means a 34% yield). (1) The reactants are [C:1]12([CH2:11][S:12]([OH:15])(=[O:14])=[O:13])[C:8]([CH3:10])([CH3:9])[CH:5]([CH2:6][CH2:7]1)[CH2:4][C:2]2=[O:3].[F:16][C:17]1[CH:18]=[C:19]([NH2:28])[CH:20]=[C:21]2[C:25]=1[C:24]([CH3:27])([CH3:26])[CH2:23][CH2:22]2. The catalyst is C(OCC)(=O)C. The product is [C:1]12([CH2:11][S:12]([OH:15])(=[O:13])=[O:14])[C:8]([CH3:10])([CH3:9])[CH:5]([CH2:6][CH2:7]1)[CH2:4][C:2]2=[O:3].[F:16][C:17]1[CH:18]=[C:19]([NH2:28])[CH:20]=[C:21]2[C:25]=1[C:24]([CH3:26])([CH3:27])[CH2:23][CH2:22]2. The yield is 0.580. (2) The reactants are [C:1]([C:5]1[N:9]([CH2:10][CH:11]2[CH2:16][CH2:15][C:14]([F:18])([F:17])[CH2:13][CH2:12]2)[C:8]2[CH:19]=[CH:20][C:21]([S:23](Cl)(=[O:25])=[O:24])=[CH:22][C:7]=2[N:6]=1)([CH3:4])([CH3:3])[CH3:2].C(N(CC)C(C)C)(C)C.Cl.[NH:37]1[CH2:41][CH2:40][C@@H:39]([OH:42])[CH2:38]1. The catalyst is C(Cl)Cl. The product is [C:1]([C:5]1[N:9]([CH2:10][CH:11]2[CH2:16][CH2:15][C:14]([F:18])([F:17])[CH2:13][CH2:12]2)[C:8]2[CH:19]=[CH:20][C:21]([S:23]([N:37]3[CH2:41][CH2:40][C@@H:39]([OH:42])[CH2:38]3)(=[O:25])=[O:24])=[CH:22][C:7]=2[N:6]=1)([CH3:4])([CH3:3])[CH3:2]. The yield is 0.610. (3) The reactants are [Br:1][C:2]1[C:7]([CH3:8])=[CH:6][C:5]([NH2:9])=[C:4]([N+:10]([O-:12])=[O:11])[CH:3]=1.[C:13](O[C:13]([O:15][C:16]([CH3:19])([CH3:18])[CH3:17])=[O:14])([O:15][C:16]([CH3:19])([CH3:18])[CH3:17])=[O:14].[OH2:28]. The catalyst is CN(C1C=CN=CC=1)C.C(Cl)Cl. The product is [Br:1][C:2]1[C:7]([CH3:8])=[CH:6][C:5]([N:9]([C:13]([O:15][C:16]([CH3:19])([CH3:18])[CH3:17])=[O:14])[C:13]([O:15][C:16]([CH3:19])([CH3:18])[CH3:17])=[O:28])=[C:4]([N+:10]([O-:12])=[O:11])[CH:3]=1. The yield is 0.920. (4) The reactants are CN(C(ON1N=NC2C=CC=NC1=2)=[N+](C)C)C.F[P-](F)(F)(F)(F)F.[CH3:25][O:26][C:27]1[CH:32]=[CH:31][CH:30]=[CH:29][C:28]=1[C:33]1[CH:38]=[CH:37][C:36]([C:39]([OH:41])=O)=[C:35]([N+:42]([O-:44])=[O:43])[CH:34]=1.Cl.[CH3:46][C:47]([O:50][C@H:51]([CH3:58])[C@@H:52]([C:54]([O:56][CH3:57])=[O:55])[NH2:53])([CH3:49])[CH3:48].C(N(C(C)C)CC)(C)C. The catalyst is CN(C=O)C.C(OCC)(=O)C. The product is [CH3:49][C:47]([O:50][C@H:51]([CH3:58])[C@@H:52]([C:54]([O:56][CH3:57])=[O:55])[NH:53][C:39]([C:36]1[CH:37]=[CH:38][C:33]([C:28]2[CH:29]=[CH:30][CH:31]=[CH:32][C:27]=2[O:26][CH3:25])=[CH:34][C:35]=1[N+:42]([O-:44])=[O:43])=[O:41])([CH3:46])[CH3:48]. The yield is 0.750. (5) The reactants are C(C1C=C2C(=CC=1)N(C)C=C2C1CCC(=O)CC1)#N.O1[C:24]2([CH2:29][CH2:28][CH:27]([C:30]3[C:38]4[C:33](=[CH:34][CH:35]=[C:36]([C:39]#[N:40])[CH:37]=4)[N:32]([CH2:41][C:42]4[CH:47]=[CH:46][CH:45]=[CH:44][CH:43]=4)[CH:31]=3)[CH2:26][CH2:25]2)[O:23]CC1. No catalyst specified. The product is [C:39]([C:36]1[CH:37]=[C:38]2[C:33](=[CH:34][CH:35]=1)[N:32]([CH2:41][C:42]1[CH:47]=[CH:46][CH:45]=[CH:44][CH:43]=1)[CH:31]=[C:30]2[CH:27]1[CH2:28][CH2:29][C:24](=[O:23])[CH2:25][CH2:26]1)#[N:40]. The yield is 0.630. (6) The reactants are [Br:1][C:2]1[C:7]([F:8])=[CH:6][C:5]([NH:9][N:10]=[C:11]([C:16](=[O:20])[CH2:17][O:18][CH3:19])[C:12]([O:14][CH3:15])=[O:13])=[C:4]([F:21])[CH:3]=1.[CH3:22]COC(C)=O.CO. The catalyst is COC(OC)N(C)C. The product is [Br:1][C:2]1[C:7]([F:8])=[CH:6][C:5]([N:9]2[CH:22]=[C:17]([O:18][CH3:19])[C:16](=[O:20])[C:11]([C:12]([O:14][CH3:15])=[O:13])=[N:10]2)=[C:4]([F:21])[CH:3]=1. The yield is 0.830.